From a dataset of Forward reaction prediction with 1.9M reactions from USPTO patents (1976-2016). Predict the product of the given reaction. (1) Given the reactants C([Si]([O:8][CH2:9][CH2:10][CH2:11][CH2:12][CH2:13][CH:14]([O:16][CH3:17])[CH3:15])(C)C)(C)(C)C.[F-].C([N+](CCCC)(CCCC)CCCC)CCC, predict the reaction product. The product is: [CH3:17][O:16][CH:14]([CH3:15])[CH2:13][CH2:12][CH2:11][CH2:10][CH2:9][OH:8]. (2) Given the reactants C([O:3][C:4](=[O:20])[CH2:5][CH:6]([N:10]1[C:14]2[CH:15]=[CH:16][CH:17]=[CH:18][C:13]=2[NH:12][C:11]1=[O:19])[CH2:7][CH2:8][CH3:9])C.C(=O)([O-])[O-].[K+].[K+].Br[CH2:28][C:29]1[CH:34]=[C:33]([CH3:35])[CH:32]=[CH:31][C:30]=1[CH3:36], predict the reaction product. The product is: [CH3:36][C:30]1[CH:31]=[CH:32][C:33]([CH3:35])=[CH:34][C:29]=1[CH2:28][N:12]1[C:13]2[CH:18]=[CH:17][CH:16]=[CH:15][C:14]=2[N:10]([CH:6]([CH2:7][CH2:8][CH3:9])[CH2:5][C:4]([OH:3])=[O:20])[C:11]1=[O:19]. (3) Given the reactants [O:1]=[C:2]1[C:10]2([CH2:15][CH2:14][CH2:13][CH2:12][CH2:11]2)[C:9]2[C:4](=[CH:5][CH:6]=[C:7]([C:16]3[CH:17]=[C:18]([CH:22]=[CH:23][CH:24]=3)[CH:19]=[N:20]O)[CH:8]=2)[NH:3]1.[Se](=O)=O, predict the reaction product. The product is: [O:1]=[C:2]1[C:10]2([CH2:11][CH2:12][CH2:13][CH2:14][CH2:15]2)[C:9]2[C:4](=[CH:5][CH:6]=[C:7]([C:16]3[CH:17]=[C:18]([CH:22]=[CH:23][CH:24]=3)[C:19]#[N:20])[CH:8]=2)[NH:3]1. (4) Given the reactants C([O:3][C:4]([C:6]1[CH:11]=[CH:10][C:9]([CH:12]2[CH2:26][CH2:25][C:15]3([CH:17]([C:18]([O:20][C:21]([CH3:24])([CH3:23])[CH3:22])=[O:19])[CH2:16]3)[CH2:14][CH2:13]2)=[CH:8][CH:7]=1)=[O:5])C.C1COCC1.CO.O.[OH-].[Li+], predict the reaction product. The product is: [C:4]([C:6]1[CH:7]=[CH:8][C:9]([CH:12]2[CH2:26][CH2:25][C:15]3([CH:17]([C:18]([O:20][C:21]([CH3:22])([CH3:24])[CH3:23])=[O:19])[CH2:16]3)[CH2:14][CH2:13]2)=[CH:10][CH:11]=1)([OH:5])=[O:3]. (5) Given the reactants [CH:1]#[C:2][CH2:3][CH2:4][CH2:5][CH2:6][C:7]#[CH:8].[C:9]([C:11]([O:13][CH2:14][CH3:15])=[O:12])#[N:10], predict the reaction product. The product is: [CH:8]1[C:7]2[CH2:6][CH2:5][CH2:4][CH2:3][C:2]=2[CH:1]=[C:9]([C:11]([O:13][CH2:14][CH3:15])=[O:12])[N:10]=1. (6) Given the reactants C([O:5][CH2:6][C@H:7]1[CH2:11][O:10][C:9](=[N:12][C:13]2[CH:14]=[C:15]3[C:20](=[CH:21][CH:22]=2)[N:19]=[CH:18][N:17]=[C:16]3[NH:23][C:24]2[CH:29]=[CH:28][C:27]([CH2:30][O:31][C:32]3[CH:37]=[CH:36][CH:35]=[C:34]([F:38])[CH:33]=3)=[C:26]([Cl:39])[CH:25]=2)[N:8]1[CH3:40])(C)(C)C.C(O)(C(F)(F)F)=O, predict the reaction product. The product is: [Cl:39][C:26]1[CH:25]=[C:24]([NH:23][C:16]2[C:15]3[C:20](=[CH:21][CH:22]=[C:13]([N:12]=[C:9]4[N:8]([CH3:40])[C@@H:7]([CH2:6][OH:5])[CH2:11][O:10]4)[CH:14]=3)[N:19]=[CH:18][N:17]=2)[CH:29]=[CH:28][C:27]=1[CH2:30][O:31][C:32]1[CH:37]=[CH:36][CH:35]=[C:34]([F:38])[CH:33]=1. (7) Given the reactants C([NH:5][S:6]([C:9]1[CH:14]=[CH:13][C:12]([C:15]2[N:16]=[CH:17][N:18]([C:20]3[N:25]=[C:24]([C:26]([F:29])([F:28])[F:27])[CH:23]=[C:22]([C:30]4[CH:35]=[CH:34][C:33]([C:36]([F:39])([F:38])[F:37])=[C:32]([CH3:40])[CH:31]=4)[N:21]=3)[CH:19]=2)=[CH:11][CH:10]=1)(=[O:8])=[O:7])(C)(C)C.C(O)(C(F)(F)F)=O, predict the reaction product. The product is: [CH3:40][C:32]1[CH:31]=[C:30]([C:22]2[CH:23]=[C:24]([C:26]([F:27])([F:28])[F:29])[N:25]=[C:20]([N:18]3[CH:19]=[C:15]([C:12]4[CH:13]=[CH:14][C:9]([S:6]([NH2:5])(=[O:8])=[O:7])=[CH:10][CH:11]=4)[N:16]=[CH:17]3)[N:21]=2)[CH:35]=[CH:34][C:33]=1[C:36]([F:39])([F:38])[F:37].